From a dataset of NCI-60 drug combinations with 297,098 pairs across 59 cell lines. Regression. Given two drug SMILES strings and cell line genomic features, predict the synergy score measuring deviation from expected non-interaction effect. Drug 1: C1=C(C(=O)NC(=O)N1)N(CCCl)CCCl. Drug 2: C1=NC2=C(N1)C(=S)N=CN2. Cell line: SW-620. Synergy scores: CSS=40.0, Synergy_ZIP=2.15, Synergy_Bliss=1.88, Synergy_Loewe=-1.70, Synergy_HSA=3.40.